Dataset: Reaction yield outcomes from USPTO patents with 853,638 reactions. Task: Predict the reaction yield, written as a fraction of the theoretical maximum amount of product (1.0 means a 100% yield; for example, 0.34 means a 34% yield). (1) The reactants are [NH2:1][C:2]1[N:7]=[N:6][C:5]([N:8]2[CH2:13][CH2:12][N:11]([C:14]([C:16]3[CH:21]=[CH:20][CH:19]=[CH:18][C:17]=3[C:22]([F:25])([F:24])[F:23])=[O:15])[CH2:10][CH2:9]2)=[CH:4][CH:3]=1.[N:26]([CH:29]1[CH2:31][CH:30]1[C:32]1[CH:37]=[CH:36][CH:35]=[CH:34][CH:33]=1)=[C:27]=[O:28].O. The catalyst is CN(C=O)C. The product is [C:32]1([CH:30]2[CH2:31][CH:29]2[NH:26][C:27]([NH:1][C:2]2[N:7]=[N:6][C:5]([N:8]3[CH2:9][CH2:10][N:11]([C:14](=[O:15])[C:16]4[CH:21]=[CH:20][CH:19]=[CH:18][C:17]=4[C:22]([F:25])([F:24])[F:23])[CH2:12][CH2:13]3)=[CH:4][CH:3]=2)=[O:28])[CH:37]=[CH:36][CH:35]=[CH:34][CH:33]=1. The yield is 0.900. (2) The reactants are [Cl:1][C:2]1[CH:3]=[C:4]([CH:10]([C:29]([F:32])([F:31])[F:30])/[CH:11]=[CH:12]/[C:13]2[CH:14]=[C:15]3[C:19](=[CH:20][CH:21]=2)[N:18](C(OC(C)(C)C)=O)[CH:17]=[CH:16]3)[CH:5]=[C:6]([Cl:9])[C:7]=1[F:8].C(O)(C(F)(F)F)=O. The catalyst is C(Cl)Cl. The product is [Cl:9][C:6]1[CH:5]=[C:4]([CH:10]([C:29]([F:30])([F:32])[F:31])/[CH:11]=[CH:12]/[C:13]2[CH:14]=[C:15]3[C:19](=[CH:20][CH:21]=2)[NH:18][CH:17]=[CH:16]3)[CH:3]=[C:2]([Cl:1])[C:7]=1[F:8]. The yield is 0.970. (3) The reactants are C12BC(CCC1)CCC2.C(O[CH:13]([O:16]CC)[CH:14]=[CH2:15])C.Br[C:20]1[CH:21]=[C:22]2[C:27](=[CH:28][CH:29]=1)[N:26]=[CH:25][CH:24]=[CH:23]2.C(=O)([O-])[O-].[K+].[K+].C1(P(C2CCCCC2)C2CCCCC2)CCCCC1. The catalyst is O1CCCC1.C([O-])(=O)C.[Pd+2].C([O-])(=O)C.O. The product is [N:26]1[C:27]2[C:22](=[CH:21][C:20]([CH2:16][CH2:13][CH:14]=[O:15])=[CH:29][CH:28]=2)[CH:23]=[CH:24][CH:25]=1. The yield is 0.521. (4) The reactants are [C:1]([O:5][C:6]([N:8]1[CH2:13][CH2:12][CH:11]([N:14]([C@H:20]([C:23]2[CH:28]=[CH:27][CH:26]=[CH:25][CH:24]=2)[CH2:21]O)[C:15]([NH:17][O:18][CH3:19])=[O:16])[CH2:10][CH2:9]1)=[O:7])([CH3:4])([CH3:3])[CH3:2].C(N(CC)CC)C.CS(Cl)(=O)=O. The catalyst is C(Cl)Cl. The product is [C:1]([O:5][C:6]([N:8]1[CH2:13][CH2:12][CH:11]([N:14]2[C@H:20]([C:23]3[CH:24]=[CH:25][CH:26]=[CH:27][CH:28]=3)[CH2:21][O:16][C:15]2=[N:17][O:18][CH3:19])[CH2:10][CH2:9]1)=[O:7])([CH3:2])([CH3:3])[CH3:4]. The yield is 0.830. (5) The reactants are [CH3:1][S:2](Cl)(=[O:4])=[O:3].[Br:6][C:7]1[CH:12]=[CH:11][C:10]([CH2:13][NH2:14])=[CH:9][C:8]=1[Cl:15].N1C=CC=CC=1. The catalyst is C(Cl)Cl. The product is [Br:6][C:7]1[CH:12]=[CH:11][C:10]([CH2:13][NH:14][S:2]([CH3:1])(=[O:4])=[O:3])=[CH:9][C:8]=1[Cl:15]. The yield is 1.03.